From a dataset of Catalyst prediction with 721,799 reactions and 888 catalyst types from USPTO. Predict which catalyst facilitates the given reaction. Reactant: [CH3:1][O:2][C:3]1[CH:17]=[CH:16][C:6]([CH2:7][N:8]2[C:12](=[O:13])[CH2:11][NH:10][S:9]2(=[O:15])=[O:14])=[CH:5][CH:4]=1.O[C:19]1[CH:24]=[CH:23][N:22]=[CH:21][CH:20]=1.[C:25]1(P(C2C=CC=CC=2)C2C=CC=CC=2)C=CC=CC=1.N(C(OCC)=O)=NC(OCC)=O. Product: [CH3:1][O:2][C:3]1[CH:4]=[CH:5][C:6]([CH2:7][N:8]2[C:12](=[O:13])[CH2:11][N:10]([CH2:25][C:19]3[CH:24]=[CH:23][N:22]=[CH:21][CH:20]=3)[S:9]2(=[O:15])=[O:14])=[CH:16][CH:17]=1. The catalyst class is: 1.